This data is from PAMPA (Parallel Artificial Membrane Permeability Assay) permeability data from NCATS. The task is: Regression/Classification. Given a drug SMILES string, predict its absorption, distribution, metabolism, or excretion properties. Task type varies by dataset: regression for continuous measurements (e.g., permeability, clearance, half-life) or binary classification for categorical outcomes (e.g., BBB penetration, CYP inhibition). Dataset: pampa_ncats. The result is 1 (high permeability). The compound is CCC1=CC2=C(C=C1)OC(=N2)NC3=NC(C4=C(N3)CCCC4=O)C5=C(C=NN5)Cl.